Dataset: Reaction yield outcomes from USPTO patents with 853,638 reactions. Task: Predict the reaction yield, written as a fraction of the theoretical maximum amount of product (1.0 means a 100% yield; for example, 0.34 means a 34% yield). (1) The reactants are [C:1]1([C:7]([O:9][C@H:10]2[CH2:20][O:19][C@H:12]3[C@H:13]([OH:18])[C@H:14]([O:17][C@@H:11]23)[O:15][CH3:16])=[O:8])[CH:6]=[CH:5][CH:4]=[CH:3][CH:2]=1.[CH3:21]I. The catalyst is CN(C=O)C.C(OCC)(=O)C.[Ag-]=O. The product is [CH3:21][O:18][C@H:13]1[C@@H:12]2[O:19][CH2:20][C@H:10]([O:9][C:7]([C:1]3[CH:2]=[CH:3][CH:4]=[CH:5][CH:6]=3)=[O:8])[C@@H:11]2[O:17][C@@H:14]1[O:15][CH3:16]. The yield is 0.760. (2) The reactants are [CH2:1]1[CH2:6][CH2:5][C:4]([CH2:11][NH2:12])([CH2:7][C:8]([OH:10])=[O:9])[CH2:3][CH2:2]1.C(N(CC)CC)C.C[Si](C)(C)Cl.[CH3:25][CH:26]([CH:28]([Cl:33])[O:29][C:30](Cl)=[O:31])[CH3:27]. The catalyst is ClCCl. The product is [Cl:33][CH:28]([O:29][C:30]([NH:12][CH2:11][C:4]1([CH2:7][C:8]([OH:10])=[O:9])[CH2:3][CH2:2][CH2:1][CH2:6][CH2:5]1)=[O:31])[CH:26]([CH3:27])[CH3:25]. The yield is 0.770. (3) The reactants are [CH3:1][O:2][C:3](=[O:17])[C:4]1[CH:9]=[CH:8][C:7]([C:10]([F:13])([F:12])[CH3:11])=[CH:6][C:5]=1[N+:14]([O-])=O. The catalyst is CO.CCO.[Ni]. The product is [CH3:1][O:2][C:3](=[O:17])[C:4]1[CH:9]=[CH:8][C:7]([C:10]([F:12])([F:13])[CH3:11])=[CH:6][C:5]=1[NH2:14]. The yield is 0.920. (4) The reactants are [CH:1]1[C:2]([C:10]#[N:11])=[CH:3][N:4]2[C:9]=1[CH:8]=[CH:7][CH:6]=[CH:5]2.F[B-](F)(F)F.C1(P(C2CCCC2)C2CCCC2)CCCC1.C([O-])([O-])=O.[Cs+].[Cs+].Cl[C:40]1[CH:45]=[CH:44][CH:43]=[CH:42][N:41]=1. The catalyst is C(Cl)Cl.CC([O-])=O.CC([O-])=O.[Pd+2]. The product is [N:41]1[CH:42]=[CH:43][CH:44]=[CH:45][C:40]=1[C:3]1[N:4]2[C:9]([CH:8]=[CH:7][CH:6]=[CH:5]2)=[CH:1][C:2]=1[C:10]#[N:11]. The yield is 0.610.